Regression/Classification. Given a drug SMILES string, predict its toxicity properties. Task type varies by dataset: regression for continuous values (e.g., LD50, hERG inhibition percentage) or binary classification for toxic/non-toxic outcomes (e.g., AMES mutagenicity, cardiotoxicity, hepatotoxicity). Dataset: ames. From a dataset of Ames mutagenicity test results for genotoxicity prediction. (1) The compound is Cc1cc2ncccc2c2nc(N)n(C)c12. The result is 1 (mutagenic). (2) The compound is CC(=O)c1ccc2[nH]c3c(C)cc([N+](=O)[O-])c(C)c3c2c1. The result is 1 (mutagenic).